From a dataset of Catalyst prediction with 721,799 reactions and 888 catalyst types from USPTO. Predict which catalyst facilitates the given reaction. (1) Reactant: [C:1]12([C:11]3[CH:30]=[CH:29][C:14]([O:15][CH2:16][C:17]4[O:18][C:19]5[CH:25]=[CH:24][C:23]([C:26]([OH:28])=[O:27])=[CH:22][C:20]=5[N:21]=4)=[CH:13][CH:12]=3)[CH2:10][CH:5]3[CH2:6][CH:7]([CH2:9][CH:3]([CH2:4]3)[CH2:2]1)[CH2:8]2.[N:31]1([CH2:37][CH2:38][CH2:39][NH2:40])[CH2:36][CH2:35][O:34][CH2:33][CH2:32]1.CN(C(ON1N=NC2C=CC=NC1=2)=[N+](C)C)C.F[P-](F)(F)(F)(F)F.CCN(C(C)C)C(C)C. Product: [C:1]12([C:11]3[CH:30]=[CH:29][C:14]([O:15][CH2:16][C:17]4[O:18][C:19]5[CH:25]=[CH:24][C:23]([C:26]([OH:28])=[O:27])=[CH:22][C:20]=5[N:21]=4)=[CH:13][CH:12]=3)[CH2:8][CH:7]3[CH2:9][CH:3]([CH2:4][CH:5]([CH2:6]3)[CH2:10]1)[CH2:2]2.[N:31]1([CH2:37][CH2:38][CH2:39][NH-:40])[CH2:36][CH2:35][O:34][CH2:33][CH2:32]1. The catalyst class is: 3. (2) Product: [Cl:1][C:2]1[CH:3]=[CH:4][C:5]([C:8]2([CH2:12][N:13]3[CH2:18][CH2:17][CH2:16][CH:15]([CH2:19][N:20]([C:21]4[CH:22]=[CH:23][CH:24]=[CH:25][CH:26]=4)[C:31]([CH:27]4[CH2:30][CH2:29][CH2:28]4)=[O:32])[CH2:14]3)[CH2:9][CH2:10][CH2:11]2)=[CH:6][CH:7]=1. Reactant: [Cl:1][C:2]1[CH:7]=[CH:6][C:5]([C:8]2([CH2:12][N:13]3[CH2:18][CH2:17][CH2:16][CH:15]([CH2:19][NH:20][C:21]4[CH:26]=[CH:25][CH:24]=[CH:23][CH:22]=4)[CH2:14]3)[CH2:11][CH2:10][CH2:9]2)=[CH:4][CH:3]=1.[CH:27]1([C:31](Cl)=[O:32])[CH2:30][CH2:29][CH2:28]1.C(N(C(C)C)CC)(C)C. The catalyst class is: 2. (3) Reactant: [CH3:1][O:2][C:3]1[CH:14]=[CH:13][C:6]([CH2:7][O:8][CH2:9][C:10]([OH:12])=O)=[CH:5][CH:4]=1.Cl.[CH3:16][NH:17][O:18][CH3:19].F[P-](F)(F)(F)(F)F.N1(O[P+](N(C)C)(N(C)C)N(C)C)C2C=CC=CC=2N=N1. Product: [CH3:19][O:18][N:17]([CH3:16])[C:10](=[O:12])[CH2:9][O:8][CH2:7][C:6]1[CH:5]=[CH:4][C:3]([O:2][CH3:1])=[CH:14][CH:13]=1. The catalyst class is: 2. (4) Reactant: CC1([C:8](NC(=O)OC2C=CC=CC=2)=[O:9])C=CC=CN1.[CH3:20][C:21]1[N:26]=[C:25]([C:27]([NH2:29])=[O:28])[CH:24]=[CH:23][CH:22]=1.Cl.[NH:31]1[CH2:36][CH2:35][C:34](=[CH:37][C:38]2[CH:39]=[C:40]([CH:52]=[CH:53][CH:54]=2)[O:41][C:42]2[CH:47]=[CH:46][C:45]([C:48]([F:51])([F:50])[F:49])=[CH:44][N:43]=2)[CH2:33][CH2:32]1.C(N(C(C)C)CC)(C)C. Product: [CH3:20][C:21]1[N:26]=[C:25]([C:27]([NH:29][C:8]([N:31]2[CH2:36][CH2:35][C:34](=[CH:37][C:38]3[CH:54]=[CH:53][CH:52]=[C:40]([O:41][C:42]4[CH:47]=[CH:46][C:45]([C:48]([F:51])([F:49])[F:50])=[CH:44][N:43]=4)[CH:39]=3)[CH2:33][CH2:32]2)=[O:9])=[O:28])[CH:24]=[CH:23][CH:22]=1. The catalyst class is: 10. (5) Reactant: [Cl:1][C:2]1[CH:11]=[C:10]([NH:12]N)[C:9]([I:14])=[CH:8][C:3]=1[C:4]([O:6][CH3:7])=[O:5].Cl.[CH3:16][S:17][CH2:18][C:19](=O)[CH3:20]. Product: [Cl:1][C:2]1[C:3]([C:4]([O:6][CH3:7])=[O:5])=[CH:8][C:9]([I:14])=[C:10]2[C:11]=1[C:18]([S:17][CH3:16])=[C:19]([CH3:20])[NH:12]2. The catalyst class is: 14. (6) Reactant: FC(F)(F)C(O)=O.[CH3:8][N:9]1[C:17]2[CH:16]=[C:15]([C:18]3[CH:19]=[N:20][C:21]([O:28][CH2:29][CH2:30][CH:31]4[CH2:36][CH2:35][NH:34][CH2:33][CH2:32]4)=[C:22]([C:24]([F:27])([F:26])[F:25])[CH:23]=3)[N:14]=[C:13]([C:37]#[N:38])[C:12]=2[N:11]=[N:10]1.C(N(CC)C(C)C)(C)C.[Cl:48][CH2:49][C:50]([N:52]([CH3:54])[CH3:53])=[O:51]. Product: [ClH:48].[CH3:8][N:9]1[C:17]2[CH:16]=[C:15]([C:18]3[CH:19]=[N:20][C:21]([O:28][CH2:29][CH2:30][CH:31]4[CH2:36][CH2:35][N:34]([CH2:49][C:50]([N:52]([CH3:54])[CH3:53])=[O:51])[CH2:33][CH2:32]4)=[C:22]([C:24]([F:25])([F:26])[F:27])[CH:23]=3)[N:14]=[C:13]([C:37]#[N:38])[C:12]=2[N:11]=[N:10]1. The catalyst class is: 10. (7) The catalyst class is: 281. Product: [C:7]1([C@H:5]([N:4]2[CH2:3][CH:20]=[C:19]([C:18]([O:22][CH3:23])=[O:21])[CH2:13]2)[CH3:6])[CH:8]=[CH:9][CH:10]=[CH:11][CH:12]=1. Reactant: CO[CH2:3][N:4]([CH2:13][Si](C)(C)C)[C@@H:5]([C:7]1[CH:12]=[CH:11][CH:10]=[CH:9][CH:8]=1)[CH3:6].[C:18]([O:22][CH3:23])(=[O:21])[C:19]#[CH:20]. (8) Reactant: [F:1][C:2]1[CH:3]=[C:4]([CH2:9][CH2:10][OH:11])[CH:5]=[CH:6][C:7]=1[F:8].C(N(CC)CC)C.[CH3:19][S:20](Cl)(=[O:22])=[O:21]. Product: [F:1][C:2]1[CH:3]=[C:4]([CH2:9][CH2:10][O:11][S:20]([CH3:19])(=[O:22])=[O:21])[CH:5]=[CH:6][C:7]=1[F:8]. The catalyst class is: 7. (9) Reactant: [CH3:1][C:2]1([CH3:42])[C:6]([CH3:8])([CH3:7])[O:5][B:4]([C:9]2[CH:10]=[CH:11][C:12]3[C:41]4[C:17](=[C:18]5[C:38](=[CH:39][CH:40]=4)[C:22]4[N:23]=[C:24]([C@@H:26]6[CH2:30][CH2:29][CH2:28][N:27]6[C:31](OC(C)(C)C)=[O:32])[NH:25][C:21]=4[CH:20]=[CH:19]5)[O:16][CH2:15][C:13]=3[CH:14]=2)[O:3]1.Cl.[CH3:44][O:45][C:46]([NH:48][C@@H:49]([CH:53]([CH3:55])[CH3:54])C(O)=O)=[O:47].CN(C(ON1N=NC2C=CC=NC1=2)=[N+](C)C)C.F[P-](F)(F)(F)(F)F.C(N(C(C)C)CC)(C)C. Product: [CH3:44][O:45][C:46](=[O:47])[NH:48][C@@H:49]([CH:53]([CH3:55])[CH3:54])[C:31](=[O:32])[N:27]1[CH2:28][CH2:29][CH2:30][C@H:26]1[C:24]1[NH:25][C:21]2[CH:20]=[CH:19][C:18]3[C:38](=[CH:39][CH:40]=[C:41]4[C:12]5[CH:11]=[CH:10][C:9]([B:4]6[O:3][C:2]([CH3:42])([CH3:1])[C:6]([CH3:8])([CH3:7])[O:5]6)=[CH:14][C:13]=5[CH2:15][O:16][C:17]4=3)[C:22]=2[N:23]=1. The catalyst class is: 336.